Dataset: Full USPTO retrosynthesis dataset with 1.9M reactions from patents (1976-2016). Task: Predict the reactants needed to synthesize the given product. (1) Given the product [C:18]([C@@H:6]1[CH2:10][CH2:9][N:8]([C:11]([O:13][C:14]([CH3:17])([CH3:16])[CH3:15])=[O:12])[CH2:7]1)#[N:19], predict the reactants needed to synthesize it. The reactants are: CS(O[C@H:6]1[CH2:10][CH2:9][N:8]([C:11]([O:13][C:14]([CH3:17])([CH3:16])[CH3:15])=[O:12])[CH2:7]1)(=O)=O.[C-:18]#[N:19].[Na+]. (2) Given the product [NH2:7][C:8]1[CH:13]=[C:12]([CH:11]=[CH:10][C:9]=1[F:28])[O:14][C:15]1[N:20]=[C:19]2[S:21][C:22]([NH:24][C:25](=[O:27])[CH3:26])=[N:23][C:18]2=[CH:17][CH:16]=1, predict the reactants needed to synthesize it. The reactants are: C(OC(=O)[NH:7][C:8]1[CH:13]=[C:12]([O:14][C:15]2[N:20]=[C:19]3[S:21][C:22]([NH:24][C:25](=[O:27])[CH3:26])=[N:23][C:18]3=[CH:17][CH:16]=2)[CH:11]=[CH:10][C:9]=1[F:28])(C)(C)C.